This data is from Reaction yield outcomes from USPTO patents with 853,638 reactions. The task is: Predict the reaction yield, written as a fraction of the theoretical maximum amount of product (1.0 means a 100% yield; for example, 0.34 means a 34% yield). (1) The reactants are [Cl:1][C:2]1[CH:10]=[C:9]2[C:5]([C:6]([C:12]3[N:13]=[C:14]4[C:20]([C:21]([OH:23])=O)=[CH:19][NH:18][C:15]4=[N:16][CH:17]=3)=[N:7][N:8]2[CH3:11])=[CH:4][CH:3]=1.[N:24]1[CH:29]=[CH:28][CH:27]=[C:26]([NH2:30])[CH:25]=1.CCN=C=NCCCN(C)C.CCN(C(C)C)C(C)C.CN(C(ON1N=NC2C=CC=NC1=2)=[N+](C)C)C.F[P-](F)(F)(F)(F)F. The catalyst is CN(C1C=CN=CC=1)C.CN(C=O)C. The product is [Cl:1][C:2]1[CH:10]=[C:9]2[C:5]([C:6]([C:12]3[N:13]=[C:14]4[C:20]([C:21]([NH:30][C:26]5[CH:25]=[N:24][CH:29]=[CH:28][CH:27]=5)=[O:23])=[CH:19][NH:18][C:15]4=[N:16][CH:17]=3)=[N:7][N:8]2[CH3:11])=[CH:4][CH:3]=1. The yield is 0.260. (2) The reactants are [F:1][C:2]1[C:3]2[CH2:14][CH2:13][C:12](=[CH:15][CH2:16][NH:17][C:18](=[O:21])[CH2:19][CH3:20])[C:4]=2[C:5]2[C:9]([CH:10]=1)=[N:8][N:7]([CH3:11])[CH:6]=2. The catalyst is CO.[C].[Pd]. The product is [F:1][C:2]1[C:3]2[CH2:14][CH2:13][CH:12]([CH2:15][CH2:16][NH:17][C:18](=[O:21])[CH2:19][CH3:20])[C:4]=2[C:5]2[C:9]([CH:10]=1)=[N:8][N:7]([CH3:11])[CH:6]=2. The yield is 0.920. (3) The reactants are [F:1][C:2]([F:52])([F:51])[C:3]1[CH:4]=[C:5]([CH:48]=[CH:49][CH:50]=1)[CH2:6][NH:7][C:8]([C:10]1[CH:15]=[CH:14][N:13]=[C:12]([C:16]2[CH:21]=[C:20]([N:22]3[CH2:27][CH2:26][O:25][CH2:24][CH2:23]3)[CH:19]=[CH:18][C:17]=2[NH:28][C:29]([C:31]2[CH:32]=[C:33]([CH:45]=[CH:46][CH:47]=2)[CH2:34][S:35][CH2:36][CH2:37][C:38]([O:40]C(C)(C)C)=[O:39])=[O:30])[CH:11]=1)=[O:9].FC(F)(F)C(O)=O. The catalyst is ClCCl. The product is [F:52][C:2]([F:1])([F:51])[C:3]1[CH:4]=[C:5]([CH:48]=[CH:49][CH:50]=1)[CH2:6][NH:7][C:8]([C:10]1[CH:15]=[CH:14][N:13]=[C:12]([C:16]2[CH:21]=[C:20]([N:22]3[CH2:23][CH2:24][O:25][CH2:26][CH2:27]3)[CH:19]=[CH:18][C:17]=2[NH:28][C:29]([C:31]2[CH:32]=[C:33]([CH:45]=[CH:46][CH:47]=2)[CH2:34][S:35][CH2:36][CH2:37][C:38]([OH:40])=[O:39])=[O:30])[CH:11]=1)=[O:9]. The yield is 0.150. (4) The reactants are [CH2:1]([O:3][C:4]([C:6]1[CH:7]=[C:8]2[C:12](=[CH:13][CH:14]=1)[NH:11][CH:10]=[CH:9]2)=[O:5])[CH3:2].[H-].[Na+].[CH3:17][Si:18]([CH3:26])([CH3:25])[CH2:19][CH2:20][S:21](Cl)(=[O:23])=[O:22].[Cl-].[NH4+]. The catalyst is CN(C)C=O. The product is [CH2:1]([O:3][C:4]([C:6]1[CH:7]=[C:8]2[C:12](=[CH:13][CH:14]=1)[N:11]([S:21]([CH2:20][CH2:19][Si:18]([CH3:26])([CH3:25])[CH3:17])(=[O:23])=[O:22])[CH:10]=[CH:9]2)=[O:5])[CH3:2]. The yield is 0.790. (5) The reactants are Cl[C:2]1[C:3]([C:12]([NH:14][C:15]2[CH:20]=[CH:19][CH:18]=[C:17]([S:21](=[O:24])(=[O:23])[NH2:22])[CH:16]=2)=[O:13])=[N:4][C:5]2[C:10]([N:11]=1)=[CH:9][CH:8]=[CH:7][CH:6]=2.[F:25][C:26]1[CH:31]=[C:30]([F:32])[CH:29]=[CH:28][C:27]=1[OH:33].C(=O)([O-])[O-].[Cs+].[Cs+]. The catalyst is CN1CCCC1=O. The product is [F:25][C:26]1[CH:31]=[C:30]([F:32])[CH:29]=[CH:28][C:27]=1[O:33][C:2]1[C:3]([C:12]([NH:14][C:15]2[CH:20]=[CH:19][CH:18]=[C:17]([S:21](=[O:24])(=[O:23])[NH2:22])[CH:16]=2)=[O:13])=[N:4][C:5]2[C:10]([N:11]=1)=[CH:9][CH:8]=[CH:7][CH:6]=2. The yield is 0.190. (6) The reactants are [CH3:1][C:2]1[S:6][C:5]([C:7]([O:9][CH3:10])=[O:8])=[CH:4][C:3]=1[C:11]1[N:15]([CH3:16])[N:14]=[CH:13][C:12]=1[C:17]([CH3:19])=[CH2:18]. The catalyst is CO. The product is [CH3:1][C:2]1[S:6][C:5]([C:7]([O:9][CH3:10])=[O:8])=[CH:4][C:3]=1[C:11]1[N:15]([CH3:16])[N:14]=[CH:13][C:12]=1[CH:17]([CH3:19])[CH3:18]. The yield is 1.00.